This data is from Microsomal clearance measurements from AstraZeneca. The task is: Regression/Classification. Given a drug SMILES string, predict its absorption, distribution, metabolism, or excretion properties. Task type varies by dataset: regression for continuous measurements (e.g., permeability, clearance, half-life) or binary classification for categorical outcomes (e.g., BBB penetration, CYP inhibition). For this dataset (clearance_microsome_az), we predict log10(clearance) (log10 of the in vitro intrinsic clearance, CLint, in uL/min per mg of human liver microsomal protein, equivalently mL/min/g; values are censored to the assay range of 3 to 150, which is 0.477 to 2.18 on this log10 scale). (1) The molecule is Cc1nc2ccc(-c3ccc(Cl)cc3)cc2c(=O)n1C[C@H]1CCCN(C(C)C)C1. The log10(clearance) is 0.480. (2) The molecule is CCCCC(CC)CNC(=O)c1cc(-n2ncc(=O)[nH]c2=O)ccc1Cl. The log10(clearance) is 1.38. (3) The molecule is Cc1c(S(=O)(=O)c2ccc(Cl)cc2)c2cc(F)ccc2n1CC(=O)O. The log10(clearance) is 0.480. (4) The molecule is Cc1ccc2c(c1)c(-c1ccnc3c(C(F)(F)F)cccc13)c(C)n2CC(=O)O. The log10(clearance) is 0.750. (5) The molecule is Cc1ccc(S(=O)(=O)N2N=Cc3ccccc3B2O)cc1. The log10(clearance) is 1.15.